This data is from Forward reaction prediction with 1.9M reactions from USPTO patents (1976-2016). The task is: Predict the product of the given reaction. (1) Given the reactants [OH:1][C:2]1[CH:7]=[C:6]([OH:8])[CH:5]=[CH:4][C:3]=1C(=NO)C.P(Cl)(Cl)Cl.C([O-])(=O)C.[Na+].[C:22](#[N:24])[CH3:23].CC(N(C)C)=O, predict the reaction product. The product is: [CH3:23][C:22]1[O:1][C:2]2[CH:7]=[C:6]([OH:8])[CH:5]=[CH:4][C:3]=2[N:24]=1. (2) Given the reactants Cl[C:2]1[CH:7]=[CH:6][N:5]=[C:4]([N:8]2[CH2:19][CH2:18][N:17]3[C:10](=[CH:11][C:12]4[CH2:13][C:14]([CH3:21])([CH3:20])[CH2:15][C:16]=43)[C:9]2=[O:22])[C:3]=1[CH:23]=[O:24].[CH3:25][N:26]1[CH:31]=[C:30](B2OC(C)(C)C(C)(C)O2)[CH:29]=[C:28]([NH:41][C:42]2[CH:47]=[CH:46][C:45]([N:48]3[CH2:53][CH2:52][N:51]([CH:54]4[CH2:57][O:56][CH2:55]4)[CH2:50][CH2:49]3)=[CH:44][N:43]=2)[C:27]1=[O:58].[O-]P([O-])([O-])=O.[K+].[K+].[K+], predict the reaction product. The product is: [CH3:25][N:26]1[C:27](=[O:58])[C:28]([NH:41][C:42]2[CH:47]=[CH:46][C:45]([N:48]3[CH2:53][CH2:52][N:51]([CH:54]4[CH2:55][O:56][CH2:57]4)[CH2:50][CH2:49]3)=[CH:44][N:43]=2)=[CH:29][C:30]([C:2]2[C:3]([CH:23]=[O:24])=[C:4]([N:8]3[CH2:19][CH2:18][N:17]4[C:10](=[CH:11][C:12]5[CH2:13][C:14]([CH3:21])([CH3:20])[CH2:15][C:16]=54)[C:9]3=[O:22])[N:5]=[CH:6][CH:7]=2)=[CH:31]1. (3) Given the reactants FC(F)(F)C(O)=O.[C:8]([O:14][CH2:15][O:16][C:17]1[CH:18]=[CH:19][C:20]2[CH2:21][C@H:22]3[NH:33][CH2:32][CH2:31][C@@:28]4([C:29]=2[CH:30]=1)[C@H:23]3[CH2:24][CH2:25][CH2:26][CH2:27]4)(=[O:13])[C:9]([CH3:12])([CH3:11])[CH3:10].[C:34]([OH:41])(=[O:40])[CH2:35][CH2:36][C:37]([OH:39])=[O:38], predict the reaction product. The product is: [C:34]([OH:41])(=[O:40])[CH2:35][CH2:36][C:37]([OH:39])=[O:38].[C:8]([O:14][CH2:15][O:16][C:17]1[CH:18]=[CH:19][C:20]2[CH2:21][C@H:22]3[NH:33][CH2:32][CH2:31][C@@:28]4([C:29]=2[CH:30]=1)[C@H:23]3[CH2:24][CH2:25][CH2:26][CH2:27]4)(=[O:13])[C:9]([CH3:12])([CH3:11])[CH3:10]. (4) The product is: [C:12]([O:11][C:9]([N:5]([CH2:4][C:3]([OH:16])=[O:2])[CH:6]([CH3:8])[CH3:7])=[O:10])([CH3:13])([CH3:15])[CH3:14]. Given the reactants C[O:2][C:3](=[O:16])[CH2:4][N:5]([C:9]([O:11][C:12]([CH3:15])([CH3:14])[CH3:13])=[O:10])[CH:6]([CH3:8])[CH3:7], predict the reaction product. (5) Given the reactants C(O[C:4]([C:6]1[N:7]=[C:8]([CH:11]2[CH2:16][CH2:15][N:14]([C:17]([N:19]3[CH2:24][CH2:23][N:22]([C:25]4[CH:30]=[CH:29][CH:28]=[CH:27][N:26]=4)[CH2:21][CH2:20]3)=[O:18])[CH2:13][CH2:12]2)[S:9][CH:10]=1)=[O:5])C.[NH2:31][C:32]1[CH:33]=[C:34]([CH:38]=[CH:39][C:40]=1[O:41][CH3:42])[C:35]([NH2:37])=[O:36].CN(C(ON1N=NC2C=CC=CC1=2)=[N+](C)C)C.F[P-](F)(F)(F)(F)F, predict the reaction product. The product is: [NH2:37][C:35]([C:34]1[CH:38]=[CH:39][C:40]([O:41][CH3:42])=[C:32]([NH:31][C:4]([C:6]2[N:7]=[C:8]([CH:11]3[CH2:16][CH2:15][N:14]([C:17]([N:19]4[CH2:24][CH2:23][N:22]([C:25]5[CH:30]=[CH:29][CH:28]=[CH:27][N:26]=5)[CH2:21][CH2:20]4)=[O:18])[CH2:13][CH2:12]3)[S:9][CH:10]=2)=[O:5])[CH:33]=1)=[O:36].